This data is from Forward reaction prediction with 1.9M reactions from USPTO patents (1976-2016). The task is: Predict the product of the given reaction. Given the reactants [F:1][C:2]1[CH:24]=[CH:23][C:5]([CH2:6][C:7]2[N:11]([CH2:12][C:13]([O:15]C)=[O:14])[N:10]=[C:9]([C:17]3[CH:22]=[CH:21][N:20]=[CH:19][CH:18]=3)[CH:8]=2)=[CH:4][CH:3]=1.C1COCC1.[Li+].[OH-], predict the reaction product. The product is: [F:1][C:2]1[CH:3]=[CH:4][C:5]([CH2:6][C:7]2[N:11]([CH2:12][C:13]([OH:15])=[O:14])[N:10]=[C:9]([C:17]3[CH:22]=[CH:21][N:20]=[CH:19][CH:18]=3)[CH:8]=2)=[CH:23][CH:24]=1.